Dataset: Forward reaction prediction with 1.9M reactions from USPTO patents (1976-2016). Task: Predict the product of the given reaction. Given the reactants C(B(CC)[C:4]1[CH:5]=[N:6][CH:7]=[CH:8][CH:9]=1)C.Br[C:13]1[CH:14]=[C:15]([OH:19])[CH:16]=[CH:17][CH:18]=1.C([O-])([O-])=O.[Na+].[Na+], predict the reaction product. The product is: [N:6]1[CH:7]=[CH:8][CH:9]=[C:4]([C:13]2[CH:14]=[C:15]([OH:19])[CH:16]=[CH:17][CH:18]=2)[CH:5]=1.